Dataset: Full USPTO retrosynthesis dataset with 1.9M reactions from patents (1976-2016). Task: Predict the reactants needed to synthesize the given product. (1) Given the product [C:1]([C:3](=[CH:7][C:8]([CH3:11])([CH3:10])[CH3:9])[C:4]([OH:6])=[O:5])#[N:2], predict the reactants needed to synthesize it. The reactants are: [C:1]([CH2:3][C:4]([OH:6])=[O:5])#[N:2].[CH3:7][C:8]([CH:11]=O)([CH3:10])[CH3:9].N1CCCCC1. (2) Given the product [O:18]1[C:17]2[CH:22]=[CH:23][C:14]([C:12](=[O:13])[CH2:11][S:3][C:2]3[S:1][CH2:7][C:5](=[O:6])[N:4]=3)=[CH:15][C:16]=2[O:21][CH2:20][CH2:19]1, predict the reactants needed to synthesize it. The reactants are: [S:1]1[CH2:7][C:5](=[O:6])[NH:4][C:2]1=[S:3].[OH-].[Na+].Cl[CH2:11][C:12]([C:14]1[CH:23]=[CH:22][C:17]2[O:18][CH2:19][CH2:20][O:21][C:16]=2[CH:15]=1)=[O:13]. (3) Given the product [CH2:9]([C@H:6]1[CH2:7][O:8][CH2:2][C@H:3]([CH3:4])[N:5]1[C:16]([O:18][C:19]([CH3:22])([CH3:21])[CH3:20])=[O:17])[CH3:10], predict the reactants needed to synthesize it. The reactants are: O[CH2:2][CH:3]([NH:5][C@@H:6]([CH2:9][CH3:10])[CH2:7][OH:8])[CH3:4].OS(O)(=O)=O.[C:16](O[C:16]([O:18][C:19]([CH3:22])([CH3:21])[CH3:20])=[O:17])([O:18][C:19]([CH3:22])([CH3:21])[CH3:20])=[O:17]. (4) Given the product [Cl:18][C:2]1[N:3]=[C:4]2[NH:13][C:12]([CH3:15])([CH3:14])[CH2:11][CH2:10][N:5]2[C:6](=[O:9])[C:7]=1[F:8], predict the reactants needed to synthesize it. The reactants are: O[C:2]1[N:3]=[C:4]2[NH:13][C:12]([CH3:15])([CH3:14])[CH2:11][CH2:10][N:5]2[C:6](=[O:9])[C:7]=1[F:8].O=P(Cl)(Cl)[Cl:18]. (5) Given the product [F:6][C:7]1[C:12]([F:13])=[CH:11][CH:10]=[CH:9][C:8]=1[C:14]1[N:49]=[C:17]2[CH:18]=[N:19][N:20]([CH:22]([C:30]3[O:34][N:33]=[C:32]([C:35]4[CH:40]=[CH:39][C:38]([O:41][CH2:42][CH2:43][CH3:44])=[CH:37][C:36]=4[C:45]([F:47])([F:48])[F:46])[CH:31]=3)[C:23]([O:25][CH2:26][CH2:27][C:28]([OH:2])=[O:29])=[O:24])[CH:21]=[C:16]2[N:15]=1, predict the reactants needed to synthesize it. The reactants are: I(O)(=O)(=O)=[O:2].[F:6][C:7]1[C:12]([F:13])=[CH:11][CH:10]=[CH:9][C:8]=1[C:14]1[N:49]=[C:17]2[CH:18]=[N:19][N:20]([CH:22]([C:30]3[O:34][N:33]=[C:32]([C:35]4[CH:40]=[CH:39][C:38]([O:41][CH2:42][CH2:43][CH3:44])=[CH:37][C:36]=4[C:45]([F:48])([F:47])[F:46])[CH:31]=3)[C:23]([O:25][CH2:26][CH2:27][CH2:28][OH:29])=[O:24])[CH:21]=[C:16]2[N:15]=1. (6) Given the product [F:28][C:27]([F:29])([F:30])[C:24]1[CH:23]=[CH:22][C:21]([C:18]2[CH:17]=[CH:16][C:15]([CH2:14][CH:11]([O:10][C:7]3[CH:6]=[CH:5][C:4]([C:3]([OH:31])=[O:2])=[CH:9][CH:8]=3)[CH2:12][CH3:13])=[CH:20][CH:19]=2)=[CH:26][CH:25]=1, predict the reactants needed to synthesize it. The reactants are: C[O:2][C:3](=[O:31])[C:4]1[CH:9]=[CH:8][C:7]([O:10][CH:11]([CH2:14][C:15]2[CH:20]=[CH:19][C:18]([C:21]3[CH:26]=[CH:25][C:24]([C:27]([F:30])([F:29])[F:28])=[CH:23][CH:22]=3)=[CH:17][CH:16]=2)[CH2:12][CH3:13])=[CH:6][CH:5]=1.[OH-].[Na+].Cl. (7) Given the product [BrH:2].[F:22][C:23]1[CH:24]=[C:25]([NH:30][C:31]([NH:33][C@H:34]2[CH2:42][C@H:41]3[C@:37]([C:44]4[CH:49]=[CH:48][C:47]([OH:50])=[C:46]([OH:52])[CH:45]=4)([CH2:38][CH2:39][N:40]3[CH3:43])[CH2:36][CH2:35]2)=[O:32])[CH:26]=[CH:27][C:28]=1[F:29], predict the reactants needed to synthesize it. The reactants are: B(Br)(Br)[Br:2].COC1C=CC=CC=1C1C=CC=CC=1C(O)=O.[F:22][C:23]1[CH:24]=[C:25]([NH:30][C:31]([NH:33][C@H:34]2[CH2:42][C@H:41]3[C@:37]([C:44]4[CH:49]=[CH:48][C:47]([O:50]C)=[C:46]([O:52]C)[CH:45]=4)([CH2:38][CH2:39][N:40]3[CH3:43])[CH2:36][CH2:35]2)=[O:32])[CH:26]=[CH:27][C:28]=1[F:29].CO. (8) Given the product [Si:1]([O:8][CH2:9][C:10]([CH3:40])([CH3:39])[CH2:11][N:12]1[CH:21]=[C:20]([CH:22]([OH:23])[CH3:41])[C:19]2[C:14](=[CH:15][CH:16]=[C:17]([C:24]3[CH:25]=[C:26]([CH:33]=[C:34]([F:37])[C:35]=3[CH3:36])[C:27]([NH:29][CH:30]3[CH2:31][CH2:32]3)=[O:28])[CH:18]=2)[C:13]1=[O:38])([C:4]([CH3:6])([CH3:7])[CH3:5])([CH3:3])[CH3:2], predict the reactants needed to synthesize it. The reactants are: [Si:1]([O:8][CH2:9][C:10]([CH3:40])([CH3:39])[CH2:11][N:12]1[CH:21]=[C:20]([CH:22]=[O:23])[C:19]2[C:14](=[CH:15][CH:16]=[C:17]([C:24]3[CH:25]=[C:26]([CH:33]=[C:34]([F:37])[C:35]=3[CH3:36])[C:27]([NH:29][CH:30]3[CH2:32][CH2:31]3)=[O:28])[CH:18]=2)[C:13]1=[O:38])([C:4]([CH3:7])([CH3:6])[CH3:5])([CH3:3])[CH3:2].[CH3:41][Mg]Cl. (9) Given the product [CH2:31]([C:35]1[CH:36]=[CH:37][C:38]([CH2:41][NH:20][CH2:19][C:16]2[CH:15]=[CH:14][C:13]([CH2:12][N:11]([CH2:10][C:2]3[NH:3][C:4]4[CH:9]=[CH:8][CH:7]=[CH:6][C:5]=4[N:1]=3)[CH:21]3[C:30]4[N:29]=[CH:28][CH:27]=[CH:26][C:25]=4[CH2:24][CH2:23][CH2:22]3)=[CH:18][CH:17]=2)=[N:39][CH:40]=1)[CH2:32][CH2:33][CH3:34], predict the reactants needed to synthesize it. The reactants are: [NH:1]1[C:5]2[CH:6]=[CH:7][CH:8]=[CH:9][C:4]=2[N:3]=[C:2]1[CH2:10][N:11]([CH:21]1[C:30]2[N:29]=[CH:28][CH:27]=[CH:26][C:25]=2[CH2:24][CH2:23][CH2:22]1)[CH2:12][C:13]1[CH:18]=[CH:17][C:16]([CH2:19][NH2:20])=[CH:15][CH:14]=1.[CH2:31]([C:35]1[CH:36]=[CH:37][C:38]([CH:41]=O)=[N:39][CH:40]=1)[CH2:32][CH2:33][CH3:34].[BH-](OC(C)=O)(OC(C)=O)OC(C)=O.[Na+]. (10) Given the product [Br:18][C:3]1[C:2]([CH3:1])=[CH:7][C:6]([NH:8][C:9](=[O:11])[CH3:10])=[C:5]([S:12]([CH2:15][CH2:16][CH3:17])(=[O:14])=[O:13])[CH:4]=1, predict the reactants needed to synthesize it. The reactants are: [CH3:1][C:2]1[CH:3]=[CH:4][C:5]([S:12]([CH2:15][CH2:16][CH3:17])(=[O:14])=[O:13])=[C:6]([NH:8][C:9](=[O:11])[CH3:10])[CH:7]=1.[Br:18]NC(=O)CCC(N)=O.